Task: Regression/Classification. Given a drug SMILES string, predict its absorption, distribution, metabolism, or excretion properties. Task type varies by dataset: regression for continuous measurements (e.g., permeability, clearance, half-life) or binary classification for categorical outcomes (e.g., BBB penetration, CYP inhibition). Dataset: cyp2c9_veith.. Dataset: CYP2C9 inhibition data for predicting drug metabolism from PubChem BioAssay (1) The drug is COc1ccc(Oc2ncc3nc(-c4ccc(F)cc4)c(=O)n(C)c3n2)cc1. The result is 0 (non-inhibitor). (2) The compound is C=N[C@H](C(=O)N[C@@H]1C(=O)N2[C@@H](C(=O)[O-])C(C)(C)S[C@H]12)c1ccccc1.[Na+]. The result is 0 (non-inhibitor). (3) The drug is CC(C)n1c(=O)c2c(O)cc(=O)oc2c2ccccc21. The result is 0 (non-inhibitor). (4) The compound is CN(C)c1ccc(-c2cncnc2Nc2ccccc2)cc1. The result is 0 (non-inhibitor). (5) The drug is Cn1cccc1C(=O)N1CCC2(CCCN(Cc3nccs3)C2)CC1. The result is 0 (non-inhibitor). (6) The compound is COc1cccc(-c2nccc(N(C)Cc3ccco3)n2)c1. The result is 0 (non-inhibitor). (7) The compound is C#CCCCO/N=C1/C[C@@H](O)[C@@H](O)[C@@H]2[C@@H]3C(=O)N([C@@H](C)c4ccccc4)C(=O)[C@H]3CC[C@@H]12. The result is 0 (non-inhibitor). (8) The drug is CCOC(=O)c1sc(NC(=O)CSc2nc(C)cc(C)c2C#N)c(C#N)c1C. The result is 1 (inhibitor).